Dataset: Full USPTO retrosynthesis dataset with 1.9M reactions from patents (1976-2016). Task: Predict the reactants needed to synthesize the given product. (1) The reactants are: Cl[CH2:2][C:3]1[N:8]=[C:7]([C:9]([NH:11][C:12]2[CH:20]=[C:19]([C:21]3[CH:22]=[N:23][C:24]([O:32][CH3:33])=[C:25]([NH:27][S:28]([CH3:31])(=[O:30])=[O:29])[CH:26]=3)[CH:18]=[C:17]3[C:13]=2[CH:14]=[N:15][N:16]3S(C2C=CC=CC=2)(=O)=O)=[O:10])[CH:6]=[CH:5][CH:4]=1.[NH:43]1[CH2:48][CH2:47][S:46](=[O:50])(=[O:49])[CH2:45][CH2:44]1.CCN(C(C)C)C(C)C.[I-].[Na+].C[Si](C)(C)[O-].[K+]. Given the product [CH:33]([OH:32])=[O:49].[O:49]=[S:46]1(=[O:50])[CH2:47][CH2:48][N:43]([CH2:2][C:3]2[N:8]=[C:7]([C:9]([NH:11][C:12]3[CH:20]=[C:19]([C:21]4[CH:22]=[N:23][C:24]([O:32][CH3:33])=[C:25]([NH:27][S:28]([CH3:31])(=[O:29])=[O:30])[CH:26]=4)[CH:18]=[C:17]4[C:13]=3[CH:14]=[N:15][NH:16]4)=[O:10])[CH:6]=[CH:5][CH:4]=2)[CH2:44][CH2:45]1, predict the reactants needed to synthesize it. (2) Given the product [N:1]1[S:5][N:4]=[C:3]2[C:6]([S:10]([NH:13][C:14]3[CH:35]=[C:34]([Cl:36])[CH:33]=[CH:32][C:15]=3[C:16]([NH:18][C@H:19]([C:20](=[O:21])[NH:43][CH2:42][C:41]3[CH:44]=[CH:45][C:38]([F:37])=[CH:39][CH:40]=3)[CH2:23][C:24]3[CH:29]=[CH:28][C:27]([Cl:30])=[C:26]([Cl:31])[CH:25]=3)=[O:17])(=[O:12])=[O:11])=[CH:7][CH:8]=[CH:9][C:2]=12, predict the reactants needed to synthesize it. The reactants are: [N:1]1[S:5][N:4]=[C:3]2[C:6]([S:10]([NH:13][C:14]3[CH:35]=[C:34]([Cl:36])[CH:33]=[CH:32][C:15]=3[C:16]([NH:18][C@@H:19]([CH2:23][C:24]3[CH:29]=[CH:28][C:27]([Cl:30])=[C:26]([Cl:31])[CH:25]=3)[C:20](O)=[O:21])=[O:17])(=[O:12])=[O:11])=[CH:7][CH:8]=[CH:9][C:2]=12.[F:37][C:38]1[CH:45]=[CH:44][C:41]([CH2:42][NH2:43])=[CH:40][CH:39]=1. (3) Given the product [C:28]1([CH3:31])[CH:29]=[CH:30][C:25]([S:22]([N:18]2[CH:19]=[CH:20][N:21]=[C:17]2[CH2:16][O:15][N:52]2[C:56](=[O:57])[C:55]3[C:54](=[CH:61][CH:60]=[CH:59][CH:58]=3)[C:53]2=[O:62])(=[O:24])=[O:23])=[CH:26][CH:27]=1, predict the reactants needed to synthesize it. The reactants are: N(C(OC(C)C)=O)=NC(OC(C)C)=O.[OH:15][CH2:16][C:17]1[N:18]([S:22]([C:25]2[CH:30]=[CH:29][C:28]([CH3:31])=[CH:27][CH:26]=2)(=[O:24])=[O:23])[CH:19]=[CH:20][N:21]=1.C1(P(C2C=CC=CC=2)C2C=CC=CC=2)C=CC=CC=1.O[N:52]1[C:56](=[O:57])[C:55]2=[CH:58][CH:59]=[CH:60][CH:61]=[C:54]2[C:53]1=[O:62]. (4) Given the product [NH2:8][C:9]1[O:17][C:16]2[C:11](=[N:12][CH:13]=[C:14]([CH2:18][N:19]3[CH2:20][CH2:21][CH:22]([O:25][CH3:26])[CH2:23][CH2:24]3)[CH:15]=2)[C:10]=1[C:27]([NH:29][C:30]1[CH:31]=[N:32][CH:33]=[CH:34][C:35]=1[N:36]1[CH2:41][C@H:40]([C:42]([F:44])([F:45])[F:43])[CH2:39][C@H:38]([NH2:46])[CH2:37]1)=[O:28], predict the reactants needed to synthesize it. The reactants are: C(OC([NH:8][C:9]1[O:17][C:16]2[C:11](=[N:12][CH:13]=[C:14]([CH2:18][N:19]3[CH2:24][CH2:23][CH:22]([O:25][CH3:26])[CH2:21][CH2:20]3)[CH:15]=2)[C:10]=1[C:27]([NH:29][C:30]1[CH:31]=[N:32][CH:33]=[CH:34][C:35]=1[N:36]1[CH2:41][C@H:40]([C:42]([F:45])([F:44])[F:43])[CH2:39][C@H:38]([NH:46]C(=O)OC(C)(C)C)[CH2:37]1)=[O:28])=O)(C)(C)C.Cl.O1CCOCC1.